Dataset: Forward reaction prediction with 1.9M reactions from USPTO patents (1976-2016). Task: Predict the product of the given reaction. (1) The product is: [CH3:1][C@@H:2]1[N:8]([CH3:21])[CH2:7][C:6]2[CH:9]=[CH:10][C:11]([C:13]([O:15][CH3:16])=[O:14])=[CH:12][C:5]=2[O:4][CH2:3]1. Given the reactants [CH3:1][C@@H:2]1[NH:8][CH2:7][C:6]2[CH:9]=[CH:10][C:11]([C:13]([O:15][CH3:16])=[O:14])=[CH:12][C:5]=2[O:4][CH2:3]1.C=O.[BH-](OC(C)=O)(OC(C)=O)O[C:21](C)=O.[Na+].CCOC(C)=O, predict the reaction product. (2) Given the reactants C([NH:4][C:5]1[CH:14]=[CH:13][CH:12]=[C:11]2[C:6]=1[CH:7]=[CH:8][C:9]([S:15]([NH:18][CH2:19][C:20]1[CH:25]=[CH:24][CH:23]=[CH:22][CH:21]=1)(=[O:17])=[O:16])=[CH:10]2)(=O)C.C(O)CC.Cl, predict the reaction product. The product is: [NH2:4][C:5]1[CH:14]=[CH:13][CH:12]=[C:11]2[C:6]=1[CH:7]=[CH:8][C:9]([S:15]([NH:18][CH2:19][C:20]1[CH:21]=[CH:22][CH:23]=[CH:24][CH:25]=1)(=[O:17])=[O:16])=[CH:10]2. (3) Given the reactants [N+:1]([C:4]1[CH:9]=[CH:8][CH:7]=[CH:6][C:5]=1[NH:10][CH2:11][C@@H:12]1[CH2:17][CH2:16][CH2:15][N:14]([C:18]([O:20][C:21]([CH3:24])([CH3:23])[CH3:22])=[O:19])[CH2:13]1)([O-])=O.NC1C=CC=CC=1NCC(C)(C)CNC(=O)OC(C)(C)C, predict the reaction product. The product is: [NH2:1][C:4]1[CH:9]=[CH:8][CH:7]=[CH:6][C:5]=1[NH:10][CH2:11][C@@H:12]1[CH2:17][CH2:16][CH2:15][N:14]([C:18]([O:20][C:21]([CH3:24])([CH3:23])[CH3:22])=[O:19])[CH2:13]1. (4) Given the reactants [OH:1][C:2]1[CH:11]=[C:10]2[C:5]([C:6]([O:12][C:13]3[CH:14]=[C:15]4[C:19](=[CH:20][CH:21]=3)[NH:18][C:17]([CH3:22])=[CH:16]4)=[N:7][CH:8]=[N:9]2)=[CH:4][C:3]=1[O:23][CH3:24].[N:25]1([CH2:30][CH2:31]O)[CH:29]=[N:28][CH:27]=[N:26]1, predict the reaction product. The product is: [CH3:24][O:23][C:3]1[CH:4]=[C:5]2[C:10](=[CH:11][C:2]=1[O:1][CH2:31][CH2:30][N:25]1[CH:29]=[N:28][CH:27]=[N:26]1)[N:9]=[CH:8][N:7]=[C:6]2[O:12][C:13]1[CH:14]=[C:15]2[C:19](=[CH:20][CH:21]=1)[NH:18][C:17]([CH3:22])=[CH:16]2. (5) Given the reactants [F:1][C:2]([F:14])([F:13])[C:3]1[CH:8]=[CH:7][C:6]([CH2:9][C:10]([OH:12])=[O:11])=[CH:5][CH:4]=1.[CH3:15][Si](C=[N+]=[N-])(C)C, predict the reaction product. The product is: [F:1][C:2]([F:13])([F:14])[C:3]1[CH:4]=[CH:5][C:6]([CH2:9][C:10]([O:12][CH3:15])=[O:11])=[CH:7][CH:8]=1. (6) The product is: [CH2:1]([C:5]1[C:9]([CH2:10][OH:11])=[C:8](/[CH:13]=[CH:14]/[C:15]2[CH:20]=[CH:19][CH:18]=[CH:17][CH:16]=2)[O:7][N:6]=1)[CH2:2][CH2:3][CH3:4]. Given the reactants [CH2:1]([C:5]1[C:9]([C:10](O)=[O:11])=[C:8](/[CH:13]=[CH:14]/[C:15]2[CH:20]=[CH:19][CH:18]=[CH:17][CH:16]=2)[O:7][N:6]=1)[CH2:2][CH2:3][CH3:4].C(N(CC)CC)C.ClC(OCC)=O.[BH4-].[Na+], predict the reaction product.